From a dataset of Full USPTO retrosynthesis dataset with 1.9M reactions from patents (1976-2016). Predict the reactants needed to synthesize the given product. (1) The reactants are: [NH:1]1[C:9]2[C:4](=[CH:5][CH:6]=[CH:7][CH:8]=2)[CH:3]=[C:2]1CC(=O)C(O)=O.S([O-])([O-])(=O)=O.[NH4+].[NH4+].C1[N:24]=[C:25](N)[C:26]2N=CN([C@@H]3O[C@H](COP(OP(OC[C@H]4O[C@@H](N5C=C(C(N)=O)CC=C5)[C@H](O)[C@@H]4O)(O)=O)(O)=O)[C@@H](O)[C@H]3O)C=2N=1.[C:67](=[O:70])([O-])[O-:68].[Na+].[Na+]. Given the product [NH2:24][C@H:25]([C:67]([OH:68])=[O:70])[CH2:26][C:3]1[C:4]2[C:9](=[CH:8][CH:7]=[CH:6][CH:5]=2)[NH:1][CH:2]=1, predict the reactants needed to synthesize it. (2) The reactants are: [C:1]([C:3]1[CH:4]=[C:5]2[C:9](=[CH:10][CH:11]=1)[NH:8][CH:7]=[C:6]2[CH2:12][CH2:13][CH2:14][CH2:15][N:16]1[CH2:21][CH2:20][N:19]([C:22]2[CH:23]=[CH:24][C:25]3[O:29][C:28]([C:30]([O:32]CC)=O)=[CH:27][C:26]=3[CH:35]=2)[CH2:18][CH2:17]1)#[N:2].C([NH2:38])=O.CC[O-].[Na+].O. Given the product [C:1]([C:3]1[CH:4]=[C:5]2[C:9](=[CH:10][CH:11]=1)[NH:8][CH:7]=[C:6]2[CH2:12][CH2:13][CH2:14][CH2:15][N:16]1[CH2:21][CH2:20][N:19]([C:22]2[CH:23]=[CH:24][C:25]3[O:29][C:28]([C:30]([NH2:38])=[O:32])=[CH:27][C:26]=3[CH:35]=2)[CH2:18][CH2:17]1)#[N:2], predict the reactants needed to synthesize it. (3) Given the product [CH2:17]([CH:21]1[CH2:26][CH2:25][N:24]([CH2:2][CH2:3][CH2:4][N:5]2[C:14]3[C:9](=[C:10]([CH3:15])[CH:11]=[CH:12][CH:13]=3)[CH2:8][CH2:7][C:6]2=[O:16])[CH2:23][CH2:22]1)[CH2:18][CH2:19][CH3:20], predict the reactants needed to synthesize it. The reactants are: Cl[CH2:2][CH2:3][CH2:4][N:5]1[C:14]2[C:9](=[C:10]([CH3:15])[CH:11]=[CH:12][CH:13]=2)[CH2:8][CH2:7][C:6]1=[O:16].[CH2:17]([CH:21]1[CH2:26][CH2:25][NH:24][CH2:23][CH2:22]1)[CH2:18][CH2:19][CH3:20].C([O-])([O-])=O.[K+].[K+]. (4) The reactants are: [CH3:1][N:2]1[C@@H:11]([C@H:12]2[O:21][C:19](=[O:20])[C:18]3[C:17]([O:22][CH3:23])=[C:16]([O:24][CH3:25])[CH:15]=[CH:14][C:13]2=3)[C:10]2[C:9]([O:26][CH3:27])=[C:8]3[O:28][CH2:29][O:30][C:7]3=[CH:6][C:5]=2[CH2:4][CH2:3]1.O.[Br].N.[BrH:34]. Given the product [Br:34][C:6]1[C:5]2[CH2:4][CH2:3][N:2]([CH3:1])[C@@H:11]([C@@H:12]3[C:13]4[C:18](=[C:17]([O:22][CH3:23])[C:16]([O:24][CH3:25])=[CH:15][CH:14]=4)[C:19](=[O:20])[O:21]3)[C:10]=2[C:9]([O:26][CH3:27])=[C:8]2[O:28][CH2:29][O:30][C:7]=12, predict the reactants needed to synthesize it.